From a dataset of Full USPTO retrosynthesis dataset with 1.9M reactions from patents (1976-2016). Predict the reactants needed to synthesize the given product. (1) Given the product [CH2:44]([O:26][C:24](=[O:25])[CH2:23][CH2:22][CH2:27][CH2:28][CH3:29])[CH3:45], predict the reactants needed to synthesize it. The reactants are: NC1C=CC2N([CH:22]([CH2:27][CH2:28][CH3:29])[CH2:23][C:24]([OH:26])=[O:25])C(=O)N(CC3C4C(=CC=CC=4C)N(C)C=3)C=2C=1.[Si](N=C=O)(C)(C)C.C(=O)(O)[O-].[Na+].[CH2:44]1COC[CH2:45]1. (2) Given the product [O:10]1[C:14]2[CH:15]=[CH:16][C:17](/[CH:19]=[CH:6]/[C:5](=[O:7])[C:4]([CH3:9])([CH3:8])[CH3:3])=[CH:18][C:13]=2[O:12][CH2:11]1, predict the reactants needed to synthesize it. The reactants are: [OH-].[Na+].[CH3:3][C:4]([CH3:9])([CH3:8])[C:5](=[O:7])[CH3:6].[O:10]1[C:14]2[CH:15]=[CH:16][C:17]([CH:19]=O)=[CH:18][C:13]=2[O:12][CH2:11]1.C(OCC)(=O)C. (3) Given the product [Cl:26][C:2]1[C:11]2[C:6](=[N:7][CH:8]=[CH:9][CH:10]=2)[N:5]([C:12]2[CH:17]=[CH:16][CH:15]=[C:14]([C:18]([F:21])([F:20])[F:19])[CH:13]=2)[C:4](=[O:22])[CH:3]=1, predict the reactants needed to synthesize it. The reactants are: O[C:2]1[C:11]2[C:6](=[N:7][CH:8]=[CH:9][CH:10]=2)[N:5]([C:12]2[CH:17]=[CH:16][CH:15]=[C:14]([C:18]([F:21])([F:20])[F:19])[CH:13]=2)[C:4](=[O:22])[CH:3]=1.C(Cl)(=O)C([Cl:26])=O. (4) Given the product [F:33][C:32]([F:35])([F:34])[C:30]([OH:36])=[O:31].[CH2:22]([O:21][C:18]1[CH:17]=[CH:16][C:15]([CH:11]2[O:12][CH2:13][CH2:14][N:9]([CH2:8][CH2:7][C:6]([OH:29])=[O:5])[CH2:10]2)=[CH:20][CH:19]=1)[C:23]1[CH:24]=[CH:25][CH:26]=[CH:27][CH:28]=1, predict the reactants needed to synthesize it. The reactants are: C([O:5][C:6](=[O:29])[CH2:7][CH2:8][N:9]1[CH2:14][CH2:13][O:12][CH:11]([C:15]2[CH:20]=[CH:19][C:18]([O:21][CH2:22][C:23]3[CH:28]=[CH:27][CH:26]=[CH:25][CH:24]=3)=[CH:17][CH:16]=2)[CH2:10]1)(C)(C)C.[C:30]([OH:36])([C:32]([F:35])([F:34])[F:33])=[O:31].O. (5) Given the product [NH:16]1[CH:17]=[C:13]([CH2:12][CH2:11][C:7]2[CH:6]=[C:5]([NH2:2])[CH:10]=[CH:9][CH:8]=2)[N:14]=[CH:15]1, predict the reactants needed to synthesize it. The reactants are: Cl.[N+:2]([C:5]1[CH:6]=[C:7]([CH:11]=[CH:12][C:13]2[N:14]=[CH:15][NH:16][CH:17]=2)[CH:8]=[CH:9][CH:10]=1)([O-])=O.